This data is from Forward reaction prediction with 1.9M reactions from USPTO patents (1976-2016). The task is: Predict the product of the given reaction. (1) Given the reactants Cl.[CH2:2]([NH:9][C:10]1[C:15]([NH:16][NH2:17])=[N:14][C:13]2=[N:18][O:19][N:20]=[C:12]2[N:11]=1)[C:3]1[CH:8]=[CH:7][CH:6]=[CH:5][CH:4]=1.[C:21]1([C:27]2[O:31][C:30]([CH:32]=O)=[CH:29][CH:28]=2)[CH:26]=[CH:25][CH:24]=[CH:23][CH:22]=1, predict the reaction product. The product is: [CH2:2]([NH:9][C:10]1[C:15]([NH:16][N:17]=[CH:32][C:30]2[O:31][C:27]([C:21]3[CH:22]=[CH:23][CH:24]=[CH:25][CH:26]=3)=[CH:28][CH:29]=2)=[N:14][C:13]2=[N:18][O:19][N:20]=[C:12]2[N:11]=1)[C:3]1[CH:4]=[CH:5][CH:6]=[CH:7][CH:8]=1. (2) Given the reactants C(OC([NH:8][CH2:9][CH2:10][CH2:11][CH2:12][C@H:13]([NH:21][C:22]([NH:24][C@@H:25]1[CH2:39][C:38]2=[CH:40][CH:41]=[C:35]([CH:36]=[CH:37]2)[NH:34][C:33](=[O:42])[CH2:32][CH2:31][O:30][CH2:29][C@H:28]([CH:43]([CH3:45])[CH3:44])[NH:27][C:26]1=[O:46])=[O:23])[C:14]([O:16]C(C)(C)C)=[O:15])=O)(C)(C)C.O.C([SiH](C(C)C)C(C)C)(C)C, predict the reaction product. The product is: [NH2:8][CH2:9][CH2:10][CH2:11][CH2:12][C@H:13]([NH:21][C:22]([NH:24][C@@H:25]1[CH2:39][C:38]2=[CH:37][CH:36]=[C:35]([CH:41]=[CH:40]2)[NH:34][C:33](=[O:42])[CH2:32][CH2:31][O:30][CH2:29][C@H:28]([CH:43]([CH3:44])[CH3:45])[NH:27][C:26]1=[O:46])=[O:23])[C:14]([OH:16])=[O:15]. (3) Given the reactants [O:1]1[CH2:6][CH2:5][N:4]([C:7]2[C:8]([NH2:13])=[N:9][CH:10]=[CH:11][N:12]=2)[CH2:3][CH2:2]1.Br[CH2:15][C:16]([CH:18]1[CH2:21][N:20]([C:22]([O:24][C:25]([CH3:28])([CH3:27])[CH3:26])=[O:23])[CH2:19]1)=O.O, predict the reaction product. The product is: [O:1]1[CH2:6][CH2:5][N:4]([C:7]2[C:8]3[N:9]([CH:15]=[C:16]([CH:18]4[CH2:21][N:20]([C:22]([O:24][C:25]([CH3:28])([CH3:27])[CH3:26])=[O:23])[CH2:19]4)[N:13]=3)[CH:10]=[CH:11][N:12]=2)[CH2:3][CH2:2]1. (4) Given the reactants [Li][CH2:2]CCC.[Cl:6][C:7]1[CH:15]=[CH:14][C:10]([C:11]([OH:13])=[O:12])=[C:9]([CH3:16])[CH:8]=1.CI.O, predict the reaction product. The product is: [Cl:6][C:7]1[CH:15]=[CH:14][C:10]([C:11]([OH:13])=[O:12])=[C:9]([CH2:16][CH3:2])[CH:8]=1.